This data is from Full USPTO retrosynthesis dataset with 1.9M reactions from patents (1976-2016). The task is: Predict the reactants needed to synthesize the given product. (1) Given the product [Cl:1][C:2]1[CH:3]=[CH:4][C:5]([C:8]2[CH2:13][C:12]([CH3:14])([CH3:15])[CH2:11][CH2:10][C:9]=2[CH2:16][N:17]2[CH2:18][CH2:19][N:20]([C:23]3[CH:55]=[CH:54][C:26]([C:27]([NH:29][S:30]([C:33]4[CH:38]=[CH:37][C:36]([NH:39][CH2:40][C@H:41]5[CH2:42][CH2:43][C@H:44]([C:47]([OH:49])=[O:48])[CH2:45][CH2:46]5)=[C:35]([N+:51]([O-:53])=[O:52])[CH:34]=4)(=[O:32])=[O:31])=[O:28])=[C:25]([O:56][C:57]4[CH:58]=[C:59]5[CH:65]=[CH:64][NH:63][C:60]5=[N:61][CH:62]=4)[CH:24]=3)[CH2:21][CH2:22]2)=[CH:6][CH:7]=1, predict the reactants needed to synthesize it. The reactants are: [Cl:1][C:2]1[CH:7]=[CH:6][C:5]([C:8]2[CH2:13][C:12]([CH3:15])([CH3:14])[CH2:11][CH2:10][C:9]=2[CH2:16][N:17]2[CH2:22][CH2:21][N:20]([C:23]3[CH:55]=[CH:54][C:26]([C:27]([NH:29][S:30]([C:33]4[CH:38]=[CH:37][C:36]([NH:39][CH2:40][C@H:41]5[CH2:46][CH2:45][C@H:44]([C:47]([O:49]C)=[O:48])[CH2:43][CH2:42]5)=[C:35]([N+:51]([O-:53])=[O:52])[CH:34]=4)(=[O:32])=[O:31])=[O:28])=[C:25]([O:56][C:57]4[CH:58]=[C:59]5[CH:65]=[CH:64][NH:63][C:60]5=[N:61][CH:62]=4)[CH:24]=3)[CH2:19][CH2:18]2)=[CH:4][CH:3]=1.[Li+].[OH-]. (2) The reactants are: [CH:1]1([C:4]2[N:8]=[C:7]([CH:9]3[CH2:14][CH:13]([C:15]4[CH:20]=[CH:19][C:18]([C:21]([F:24])([F:23])[F:22])=[CH:17][CH:16]=4)[CH2:12][N:11]([C:25](OC4C=CC([N+]([O-])=O)=CC=4)=[O:26])[CH2:10]3)[O:6][N:5]=2)[CH2:3][CH2:2]1.[NH:37]1[CH2:41][CH2:40][CH:39]([OH:42])[CH2:38]1. Given the product [CH:1]1([C:4]2[N:8]=[C:7]([CH:9]3[CH2:14][CH:13]([C:15]4[CH:20]=[CH:19][C:18]([C:21]([F:23])([F:24])[F:22])=[CH:17][CH:16]=4)[CH2:12][N:11]([C:25]([N:37]4[CH2:41][CH2:40][CH:39]([OH:42])[CH2:38]4)=[O:26])[CH2:10]3)[O:6][N:5]=2)[CH2:2][CH2:3]1, predict the reactants needed to synthesize it. (3) Given the product [NH2:12][C:8]1[CH:7]=[C:6]([CH3:16])[C:5]([C:3](=[O:4])[CH2:2][Br:1])=[C:10]([CH3:11])[CH:9]=1, predict the reactants needed to synthesize it. The reactants are: [Br:1][CH2:2][C:3]([C:5]1[C:10]([CH3:11])=[CH:9][C:8]([NH:12]C(=O)C)=[CH:7][C:6]=1[CH3:16])=[O:4]. (4) Given the product [CH3:18][C:19]1[CH:20]=[C:21]([CH:38]=[CH:39][CH:40]=1)[C:22]([NH:24][CH2:25][C:26]1[CH:31]=[CH:30][CH:29]=[CH:28][C:27]=1[N:32]1[CH2:33][CH2:34][N:35]([C:2]2[N:10]=[CH:9][N:8]=[C:7]3[C:3]=2[N:4]=[C:5]([C:12]2[CH:13]=[N:14][N:15]([CH3:17])[CH:16]=2)[N:6]3[CH3:11])[CH2:36][CH2:37]1)=[O:23], predict the reactants needed to synthesize it. The reactants are: Cl[C:2]1[N:10]=[CH:9][N:8]=[C:7]2[C:3]=1[N:4]=[C:5]([C:12]1[CH:13]=[N:14][N:15]([CH3:17])[CH:16]=1)[N:6]2[CH3:11].[CH3:18][C:19]1[CH:20]=[C:21]([CH:38]=[CH:39][CH:40]=1)[C:22]([NH:24][CH2:25][C:26]1[CH:31]=[CH:30][CH:29]=[CH:28][C:27]=1[N:32]1[CH2:37][CH2:36][NH:35][CH2:34][CH2:33]1)=[O:23].C(N(CC)CC)C. (5) Given the product [CH3:1][O:2][CH2:3][CH2:4][CH2:5][NH:6][C:12](=[O:13])[O:11][C:7]([CH3:10])([CH3:9])[CH3:8], predict the reactants needed to synthesize it. The reactants are: [CH3:1][O:2][CH2:3][CH2:4][CH2:5][NH2:6].[C:7]([O:11][C:12](O[C:12]([O:11][C:7]([CH3:10])([CH3:9])[CH3:8])=[O:13])=[O:13])([CH3:10])([CH3:9])[CH3:8]. (6) Given the product [CH3:13][S:29]([C:7]1[CH:8]=[CH:9][C:4]([N+:1]([O-:3])=[O:2])=[CH:5][CH:6]=1)(=[O:32])=[O:30], predict the reactants needed to synthesize it. The reactants are: [N+:1]([C:4]1[CH:9]=[CH:8][C:7](SC)=[CH:6][CH:5]=1)([O-:3])=[O:2].Cl[C:13]1C=C(C=CC=1)C(OO)=O.C(OCC)(=O)C.[S:29](=[O:32])(O)[O-:30].[Na+]. (7) Given the product [F:11][C:6]1[C:3]2[CH:4]=[C:19]([C:18]([O:22][CH2:23][CH3:24])=[O:21])[S:20][C:2]=2[CH:9]=[C:8]([F:10])[CH:7]=1, predict the reactants needed to synthesize it. The reactants are: F[C:2]1[CH:9]=[C:8]([F:10])[CH:7]=[C:6]([F:11])[C:3]=1[CH:4]=O.C(=O)([O-])[O-].[K+].[K+].[C:18]([O:22][CH2:23][CH3:24])(=[O:21])[CH2:19][SH:20].O.